This data is from Forward reaction prediction with 1.9M reactions from USPTO patents (1976-2016). The task is: Predict the product of the given reaction. (1) Given the reactants [F:1][C:2]1[CH:3]=[CH:4][C:5]([O:20]C)=[C:6]([C:8]([CH3:19])([CH3:18])[CH2:9][C:10]([OH:17])([C:13]([F:16])([F:15])[F:14])[CH:11]=O)[CH:7]=1.[NH2:22][C:23]1[CH:32]=[CH:31][CH:30]=[C:29]2[C:24]=1[CH:25]=[CH:26][N:27]=[N:28]2.C(O)(=O)C.ClCCl, predict the reaction product. The product is: [N:28]1[C:29]2[C:24](=[C:23]([N:22]=[CH:11][C:10]([C:13]([F:14])([F:15])[F:16])([OH:17])[CH2:9][C:8]([C:6]3[CH:7]=[C:2]([F:1])[CH:3]=[CH:4][C:5]=3[OH:20])([CH3:18])[CH3:19])[CH:32]=[CH:31][CH:30]=2)[CH:25]=[CH:26][N:27]=1. (2) Given the reactants [C:1]([C:5]1[CH:6]=[C:7]([NH:20][C:21]([NH:23][CH2:24][C:25]2[CH:30]=[CH:29][C:28]([C:31]3[N:35]4[CH:36]=[CH:37][C:38]([C:40]5[CH:45]=[CH:44][C:43]([S:46]([CH3:49])(=[O:48])=[O:47])=[CH:42][CH:41]=5)=[CH:39][C:34]4=[N:33][CH:32]=3)=[CH:27][CH:26]=2)=[O:22])[N:8]([CH2:10][CH2:11][O:12][Si](C(C)(C)C)(C)C)[N:9]=1)([CH3:4])([CH3:3])[CH3:2].CCCC[N+](CCCC)(CCCC)CCCC.[F-], predict the reaction product. The product is: [C:1]([C:5]1[CH:6]=[C:7]([NH:20][C:21]([NH:23][CH2:24][C:25]2[CH:26]=[CH:27][C:28]([C:31]3[N:35]4[CH:36]=[CH:37][C:38]([C:40]5[CH:41]=[CH:42][C:43]([S:46]([CH3:49])(=[O:47])=[O:48])=[CH:44][CH:45]=5)=[CH:39][C:34]4=[N:33][CH:32]=3)=[CH:29][CH:30]=2)=[O:22])[N:8]([CH2:10][CH2:11][OH:12])[N:9]=1)([CH3:4])([CH3:2])[CH3:3]. (3) Given the reactants C(O[C:4](=[N:6][C:7](=O)[C:8]1[CH:13]=[CH:12][C:11]([CH3:14])=[CH:10][CH:9]=1)[CH3:5])C.Cl.[NH:17]([C:19]1[CH:24]=[CH:23][C:22]([S:25]([NH2:28])(=[O:27])=[O:26])=[CH:21][CH:20]=1)[NH2:18].C(N(CC)CC)C.O, predict the reaction product. The product is: [CH3:5][C:4]1[N:6]=[C:7]([C:8]2[CH:9]=[CH:10][C:11]([CH3:14])=[CH:12][CH:13]=2)[N:17]([C:19]2[CH:24]=[CH:23][C:22]([S:25]([NH2:28])(=[O:26])=[O:27])=[CH:21][CH:20]=2)[N:18]=1. (4) Given the reactants [CH3:1][N:2]1[CH2:7][CH2:6][N:5]([C:8]2[CH:13]=[CH:12][C:11]([NH2:14])=[CH:10][CH:9]=2)[CH2:4][CH2:3]1.I[C:16]1[N:25]=[CH:24][C:23]2[CH2:22][C:21]([CH3:27])([CH3:26])[C:20]3[C:28]([C:32]([O:34][CH2:35][CH3:36])=[O:33])=[N:29][N:30]([CH3:31])[C:19]=3[C:18]=2[N:17]=1.C([O-])([O-])=O.[K+].[K+], predict the reaction product. The product is: [CH3:1][N:2]1[CH2:3][CH2:4][N:5]([C:8]2[CH:13]=[CH:12][C:11]([NH:14][C:16]3[N:25]=[CH:24][C:23]4[CH2:22][C:21]([CH3:26])([CH3:27])[C:20]5[C:28]([C:32]([O:34][CH2:35][CH3:36])=[O:33])=[N:29][N:30]([CH3:31])[C:19]=5[C:18]=4[N:17]=3)=[CH:10][CH:9]=2)[CH2:6][CH2:7]1.